From a dataset of Catalyst prediction with 721,799 reactions and 888 catalyst types from USPTO. Predict which catalyst facilitates the given reaction. (1) Reactant: [CH2:1]([C:4]1[CH:9]=[CH:8][C:7]([C:10]([F:13])([F:12])[F:11])=[CH:6][C:5]=1[S:14]([NH2:17])(=[O:16])=[O:15])[CH:2]=[CH2:3].C(=O)([O-])[O-].[K+].[K+].II. Product: [F:11][C:10]([F:13])([F:12])[C:7]1[CH:8]=[CH:9][C:4]2[CH2:1][CH:2]3[CH2:3][N:17]3[S:14](=[O:16])(=[O:15])[C:5]=2[CH:6]=1. The catalyst class is: 4. (2) Reactant: [Br:1][C:2]1[C:11]2[O:10][CH:9]([CH:12]([CH3:14])[CH3:13])[C:8](=[O:15])[N:7]([CH2:16][C:17]([O:19]C(C)(C)C)=[O:18])[C:6]=2[CH:5]=[C:4]([O:24][CH3:25])[CH:3]=1.FC(F)(F)C(O)=O. Product: [Br:1][C:2]1[C:11]2[O:10][CH:9]([CH:12]([CH3:14])[CH3:13])[C:8](=[O:15])[N:7]([CH2:16][C:17]([OH:19])=[O:18])[C:6]=2[CH:5]=[C:4]([O:24][CH3:25])[CH:3]=1. The catalyst class is: 2. (3) Reactant: [CH3:1][O:2]/[N:3]=[C:4](/[C:6]1[N:11]=[C:10]([C:12]#[C:13][CH2:14][O:15][N:16]2[C:24](=[O:25])[C:23]3[C:18](=[CH:19][CH:20]=[CH:21][CH:22]=3)[C:17]2=[O:26])[CH:9]=[CH:8][CH:7]=1)\[CH3:5]. Product: [CH3:1][O:2]/[N:3]=[C:4](/[C:6]1[N:11]=[C:10]([CH2:12][CH2:13][CH2:14][O:15][N:16]2[C:17](=[O:26])[C:18]3[C:23](=[CH:22][CH:21]=[CH:20][CH:19]=3)[C:24]2=[O:25])[CH:9]=[CH:8][CH:7]=1)\[CH3:5]. The catalyst class is: 304. (4) Reactant: [OH:1][C:2]([C:7]1[S:8][CH:9]=[CH:10][CH:11]=1)([CH2:5][CH3:6])[CH2:3][CH3:4].C([Li])CCC.[C:17](=[O:19])=[O:18]. Product: [OH:1][C:2]([C:7]1[S:8][C:9]([C:17]([OH:19])=[O:18])=[CH:10][CH:11]=1)([CH2:3][CH3:4])[CH2:5][CH3:6]. The catalyst class is: 1.